From a dataset of Forward reaction prediction with 1.9M reactions from USPTO patents (1976-2016). Predict the product of the given reaction. (1) Given the reactants [F:1][C:2]1[CH:7]=[CH:6][C:5]([NH:8][C:9]2[C:10]3[C:17]([CH3:18])=[C:16]([C:19](O)=[O:20])[S:15][C:11]=3[N:12]=[CH:13][N:14]=2)=[C:4]([O:22][C@H:23]2[CH2:28][CH2:27][C@H:26]([O:29][CH3:30])[CH2:25][CH2:24]2)[CH:3]=1.[NH3:31], predict the reaction product. The product is: [F:1][C:2]1[CH:7]=[CH:6][C:5]([NH:8][C:9]2[C:10]3[C:17]([CH3:18])=[C:16]([C:19]([NH2:31])=[O:20])[S:15][C:11]=3[N:12]=[CH:13][N:14]=2)=[C:4]([O:22][C@H:23]2[CH2:28][CH2:27][C@H:26]([O:29][CH3:30])[CH2:25][CH2:24]2)[CH:3]=1. (2) Given the reactants CO[C:3]([CH:5]1[CH2:7][CH2:6]1)=[O:4].[CH:8]1([C:11](=[O:13])[CH3:12])[CH2:10][CH2:9]1.C[O-].[Na+].Cl, predict the reaction product. The product is: [CH:5]1([C:3](=[O:4])[CH2:12][C:11]([CH:8]2[CH2:10][CH2:9]2)=[O:13])[CH2:6][CH2:7]1. (3) Given the reactants [BH4-].[Na+].[Cl:3][C:4]1[CH:5]=[C:6]([C:14]2[O:18][N:17]=[C:16]([C:19]3[CH:20]=[CH:21][CH:22]=[C:23]4[C:27]=3[N:26]([CH3:28])[CH:25]=[C:24]4[CH2:29][CH2:30][C:31](O)=[O:32])[N:15]=2)[CH:7]=[CH:8][C:9]=1[O:10][CH:11]([CH3:13])[CH3:12], predict the reaction product. The product is: [Cl:3][C:4]1[CH:5]=[C:6]([C:14]2[O:18][N:17]=[C:16]([C:19]3[CH:20]=[CH:21][CH:22]=[C:23]4[C:27]=3[N:26]([CH3:28])[CH:25]=[C:24]4[CH2:29][CH2:30][CH2:31][OH:32])[N:15]=2)[CH:7]=[CH:8][C:9]=1[O:10][CH:11]([CH3:12])[CH3:13]. (4) Given the reactants NC1(C2C=CC(C3C(=O)C4C(=CC([C:23]([NH2:25])=[O:24])=CC=4)OC=3C3C=CC=CC=3)=CC=2)CCC1.[C:32]([O:36][C:37](=[O:69])[NH:38][C:39]1([C:43]2[CH:48]=[CH:47][C:46]([C:49]3[C:58](=[O:59])[C:57]4[C:52](=[CH:53][C:54]([O:61][CH3:62])=[C:55](Br)[CH:56]=4)[O:51][C:50]=3[C:63]3[CH:68]=[CH:67][CH:66]=[CH:65][CH:64]=3)=[CH:45][CH:44]=2)[CH2:42][CH2:41][CH2:40]1)([CH3:35])([CH3:34])[CH3:33], predict the reaction product. The product is: [C:32]([O:36][C:37](=[O:69])[NH:38][C:39]1([C:43]2[CH:48]=[CH:47][C:46]([C:49]3[C:58](=[O:59])[C:57]4[C:52](=[CH:53][C:54]([O:61][CH3:62])=[C:55]([C:23](=[O:24])[NH2:25])[CH:56]=4)[O:51][C:50]=3[C:63]3[CH:68]=[CH:67][CH:66]=[CH:65][CH:64]=3)=[CH:45][CH:44]=2)[CH2:42][CH2:41][CH2:40]1)([CH3:35])([CH3:34])[CH3:33]. (5) Given the reactants [NH2:1][C:2]1[CH:10]=[C:9]([O:11][CH3:12])[CH:8]=[CH:7][C:3]=1[C:4]([OH:6])=O.C(N1C=CN=C1)(N1C=CN=C1)=O.N12CCCN=C1CCCCC2.Cl.[CH3:37][O:38][C:39](=[O:46])[C@@H:40]([NH2:45])[CH2:41][CH2:42][CH2:43][CH3:44], predict the reaction product. The product is: [CH3:37][O:38][C:39](=[O:46])[C@@H:40]([NH:45][C:4](=[O:6])[C:3]1[CH:7]=[CH:8][C:9]([O:11][CH3:12])=[CH:10][C:2]=1[NH2:1])[CH2:41][CH2:42][CH2:43][CH3:44].